This data is from Forward reaction prediction with 1.9M reactions from USPTO patents (1976-2016). The task is: Predict the product of the given reaction. (1) Given the reactants C([O:3][C:4]([C:6]1[NH:7][C:8]2[C:13]([CH:14]=1)=[CH:12][C:11]([CH:15]1[CH2:20][CH2:19][CH2:18][N:17]([S:21]([CH3:24])(=[O:23])=[O:22])[CH2:16]1)=[CH:10][CH:9]=2)=O)C.[F:25][C:26]1[CH:27]=[C:28]([CH:30]=[C:31]([F:33])[CH:32]=1)[NH2:29], predict the reaction product. The product is: [F:25][C:26]1[CH:27]=[C:28]([NH:29][C:4]([C:6]2[NH:7][C:8]3[C:13]([CH:14]=2)=[CH:12][C:11]([CH:15]2[CH2:20][CH2:19][CH2:18][N:17]([S:21]([CH3:24])(=[O:22])=[O:23])[CH2:16]2)=[CH:10][CH:9]=3)=[O:3])[CH:30]=[C:31]([F:33])[CH:32]=1. (2) Given the reactants FC1C=[C:4]([C:10]2[N:11]=[C:12]3[CH:17]=[C:16]([NH:18][CH3:19])[CH:15]=[CH:14][N:13]3[CH:20]=2)C=CC=1OC.CNC1C=CN=C(N)C=1.BrCC([C:34]1[N:38](C)[C:37]2[CH:40]=[CH:41][CH:42]=[CH:43][C:36]=2[N:35]=1)=O, predict the reaction product. The product is: [CH3:19][NH:18][C:16]1[CH:15]=[CH:14][N:13]2[CH:20]=[C:10]([C:4]3[N:35]([CH3:34])[C:36]4[CH:43]=[CH:42][CH:41]=[CH:40][C:37]=4[N:38]=3)[N:11]=[C:12]2[CH:17]=1.